From a dataset of Forward reaction prediction with 1.9M reactions from USPTO patents (1976-2016). Predict the product of the given reaction. Given the reactants F[C:2]1[CH:7]=[CH:6][C:5]([C:8](=[O:18])[CH2:9][CH2:10][C:11]([O:13][C:14]([CH3:17])([CH3:16])[CH3:15])=[O:12])=[CH:4][CH:3]=1.[CH2:19]([C:21]1[CH:22]=[C:23]([OH:29])[CH:24]=[CH:25][C:26]=1[O:27][CH3:28])[CH3:20].C([O-])([O-])=O.[K+].[K+].C1OCCOCCOCCOCCOCCOC1, predict the reaction product. The product is: [CH2:19]([C:21]1[CH:22]=[C:23]([CH:24]=[CH:25][C:26]=1[O:27][CH3:28])[O:29][C:2]1[CH:7]=[CH:6][C:5]([C:8](=[O:18])[CH2:9][CH2:10][C:11]([O:13][C:14]([CH3:17])([CH3:16])[CH3:15])=[O:12])=[CH:4][CH:3]=1)[CH3:20].